This data is from Kir2.1 potassium channel HTS with 301,493 compounds. The task is: Binary Classification. Given a drug SMILES string, predict its activity (active/inactive) in a high-throughput screening assay against a specified biological target. (1) The compound is Fc1ccc(CNC(=O)COC(=O)C(NC(=O)c2ccccc2)C(C)C)cc1. The result is 0 (inactive). (2) The result is 0 (inactive). The drug is O(c1ccc(N\C=C2/C(=C(NC2=O)C)C(OC)=O)cc1)c1ccccc1. (3) The compound is Fc1c(CN2CCN(C2=O)CC(=O)NCCN2CCOCC2)cccc1. The result is 0 (inactive). (4) The drug is O1C(n2c3c(c(c2)C(=O)C(OCC)=O)cccc3)C(OC(=O)C)C(OC(=O)C)C(OC(=O)C)C1. The result is 0 (inactive). (5) The molecule is Clc1cc(NC(=O)NCc2n(c(SCc3ccccc3)nn2)C)ccc1. The result is 0 (inactive). (6) The drug is O=c1[nH]c2c(cc1CN(C1CCCCC1)Cc1n(nnn1)C1CCCC1)cc(cc2)C. The result is 0 (inactive). (7) The compound is S(=O)(=O)(N1CCN(CC1)C(OCC)=O)c1cc2oc(=O)n(c2cc1)CC(OCC)=O. The result is 0 (inactive).